From a dataset of Reaction yield outcomes from USPTO patents with 853,638 reactions. Predict the reaction yield, written as a fraction of the theoretical maximum amount of product (1.0 means a 100% yield; for example, 0.34 means a 34% yield). The reactants are [NH2:1][C@H:2]([C:15]([O:17][C:18]([CH3:21])([CH3:20])[CH3:19])=[O:16])[CH2:3][CH2:4][C:5](=[O:14])[O:6][CH2:7][C:8]1[CH:13]=[CH:12][CH:11]=[CH:10][CH:9]=1.Cl.Cl[C:24](Cl)([O:26]C(=O)OC(Cl)(Cl)Cl)Cl.C(N(CC)CC)C.[NH2:42][C@H:43]([C:59]([O:61][C:62]([CH3:65])([CH3:64])[CH3:63])=[O:60])[CH2:44][CH2:45][CH2:46][CH2:47][NH:48][C:49]([O:51][CH2:52][C:53]1[CH:58]=[CH:57][CH:56]=[CH:55][CH:54]=1)=[O:50]. The catalyst is ClCCCl. The product is [O:50]=[C:49]([NH:48][CH2:47][CH2:46][CH2:45][CH2:44][C@@H:43]([C:59]([O:61][C:62]([CH3:65])([CH3:64])[CH3:63])=[O:60])[NH:42][C:24](=[O:26])[NH:1][C@H:2]([C:15]([O:17][C:18]([CH3:21])([CH3:20])[CH3:19])=[O:16])[CH2:3][CH2:4][C:5]([O:6][CH2:7][C:8]1[CH:9]=[CH:10][CH:11]=[CH:12][CH:13]=1)=[O:14])[O:51][CH2:52][C:53]1[CH:54]=[CH:55][CH:56]=[CH:57][CH:58]=1. The yield is 0.760.